This data is from Peptide-MHC class I binding affinity with 185,985 pairs from IEDB/IMGT. The task is: Regression. Given a peptide amino acid sequence and an MHC pseudo amino acid sequence, predict their binding affinity value. This is MHC class I binding data. (1) The peptide sequence is GSEELRSLY. The MHC is HLA-A31:01 with pseudo-sequence HLA-A31:01. The binding affinity (normalized) is 0.0847. (2) The peptide sequence is VLPHLCLDYK. The MHC is HLA-A02:03 with pseudo-sequence HLA-A02:03. The binding affinity (normalized) is 0. (3) The peptide sequence is EQDGITYYL. The MHC is HLA-A02:06 with pseudo-sequence HLA-A02:06. The binding affinity (normalized) is 1.00.